From a dataset of Forward reaction prediction with 1.9M reactions from USPTO patents (1976-2016). Predict the product of the given reaction. (1) Given the reactants COC1C=C(OC)C=CC=1C[NH:12][C:13]([C:15]1[CH:16]=[C:17]([C:21]2[CH:26]=[CH:25][C:24]([F:27])=[C:23]([N+:28]([O-:30])=[O:29])[CH:22]=2)[CH:18]=[CH:19][CH:20]=1)=[O:14].FC(F)(F)C(O)=O, predict the reaction product. The product is: [NH2:12][C:13]([C:15]1[CH:16]=[C:17]([C:21]2[CH:26]=[CH:25][C:24]([F:27])=[C:23]([N+:28]([O-:30])=[O:29])[CH:22]=2)[CH:18]=[CH:19][CH:20]=1)=[O:14]. (2) Given the reactants I[C:2]1[C:10]2[C:5](=[N:6][CH:7]=[C:8]([C:11]3[CH:12]=[C:13]([NH:17][C:18](=[O:24])[O:19][C:20]([CH3:23])([CH3:22])[CH3:21])[CH:14]=[CH:15][CH:16]=3)[CH:9]=2)[N:4]([S:25]([C:28]2[CH:34]=[CH:33][C:31]([CH3:32])=[CH:30][CH:29]=2)(=[O:27])=[O:26])[CH:3]=1.[CH3:35][O:36][C:37]1[CH:42]=[C:41](B(O)O)[CH:40]=[CH:39][N:38]=1.C(=O)([O-])[O-].[K+].[K+], predict the reaction product. The product is: [CH3:35][O:36][C:37]1[CH:42]=[C:41]([C:2]2[C:10]3[C:5](=[N:6][CH:7]=[C:8]([C:11]4[CH:12]=[C:13]([NH:17][C:18](=[O:24])[O:19][C:20]([CH3:23])([CH3:22])[CH3:21])[CH:14]=[CH:15][CH:16]=4)[CH:9]=3)[N:4]([S:25]([C:28]3[CH:34]=[CH:33][C:31]([CH3:32])=[CH:30][CH:29]=3)(=[O:27])=[O:26])[CH:3]=2)[CH:40]=[CH:39][N:38]=1.